From a dataset of Reaction yield outcomes from USPTO patents with 853,638 reactions. Predict the reaction yield, written as a fraction of the theoretical maximum amount of product (1.0 means a 100% yield; for example, 0.34 means a 34% yield). (1) The catalyst is O1CCCC1.C(N(CC)CC)C. The product is [CH:1]1([S:4]([C:7]2[CH:12]=[CH:11][C:10]([CH:13]([C:21]3[NH:25][C:24]([C:26]4[S:30][C:29]([CH2:31][N:37]5[CH2:38][CH:35]([OH:34])[CH2:36]5)=[N:28][N:27]=4)=[CH:23][CH:22]=3)[CH2:14][CH:15]3[CH2:20][CH2:19][O:18][CH2:17][CH2:16]3)=[CH:9][CH:8]=2)(=[O:5])=[O:6])[CH2:3][CH2:2]1. The reactants are [CH:1]1([S:4]([C:7]2[CH:12]=[CH:11][C:10]([CH:13]([C:21]3[NH:25][C:24]([C:26]4[S:30][C:29]([CH:31]=O)=[N:28][N:27]=4)=[CH:23][CH:22]=3)[CH2:14][CH:15]3[CH2:20][CH2:19][O:18][CH2:17][CH2:16]3)=[CH:9][CH:8]=2)(=[O:6])=[O:5])[CH2:3][CH2:2]1.Cl.[OH:34][CH:35]1[CH2:38][NH:37][CH2:36]1.C(O[BH-](OC(=O)C)OC(=O)C)(=O)C.[Na+].C(=O)([O-])O.[Na+]. The yield is 0.290. (2) The reactants are [Cl:1][C:2]1[CH:7]=[CH:6][C:5]([C:8]2[C:12]3[CH2:13][N:14]([C:17](=[O:19])[CH3:18])[CH2:15][CH2:16][C:11]=3[N:10]([CH2:20][C@@H:21]3[CH2:23][O:22]3)[N:9]=2)=[CH:4][C:3]=1[CH3:24].[Cl:25][C:26]1[CH:27]=[CH:28][C:29]2[NH:33][C:32](=[O:34])[N:31]([CH:35]3[CH2:40][CH2:39][NH:38][CH2:37][CH2:36]3)[C:30]=2[CH:41]=1. The catalyst is CCO.C(Cl)Cl. The product is [C:17]([N:14]1[CH2:15][CH2:16][C:11]2[N:10]([CH2:20][C@@H:21]([OH:22])[CH2:23][N:38]3[CH2:37][CH2:36][CH:35]([N:31]4[C:30]5[CH:41]=[C:26]([Cl:25])[CH:27]=[CH:28][C:29]=5[NH:33][C:32]4=[O:34])[CH2:40][CH2:39]3)[N:9]=[C:8]([C:5]3[CH:6]=[CH:7][C:2]([Cl:1])=[C:3]([CH3:24])[CH:4]=3)[C:12]=2[CH2:13]1)(=[O:19])[CH3:18]. The yield is 0.120. (3) The reactants are [Cl:1][C:2]1[CH:3]=[C:4]([CH:35]=[CH:36][CH:37]=1)[CH2:5][NH:6][C:7]1[CH:8]=[C:9]([CH:13]([C:15]2[C:23]3[C:18](=[N:19][CH:20]=[C:21]([Cl:24])[CH:22]=3)[N:17]([Si](C(C)C)(C(C)C)C(C)C)[CH:16]=2)O)[N:10]([CH3:12])[N:11]=1.ClCCl.C([SiH](CC)CC)C.FC(F)(F)C(O)=O. No catalyst specified. The product is [Cl:1][C:2]1[CH:3]=[C:4]([CH:35]=[CH:36][CH:37]=1)[CH2:5][NH:6][C:7]1[CH:8]=[C:9]([CH2:13][C:15]2[C:23]3[C:18](=[N:19][CH:20]=[C:21]([Cl:24])[CH:22]=3)[NH:17][CH:16]=2)[N:10]([CH3:12])[N:11]=1. The yield is 0.170. (4) The catalyst is C(O)C.O. The yield is 0.860. The reactants are [CH2:1]([O:8][C:9]([NH:11][CH2:12][CH2:13][CH2:14][CH2:15][CH:16]([CH2:22][P:23]([CH:26]([NH:30][C:31](=[O:40])[CH2:32][CH2:33][C:34]1[CH:39]=[CH:38][CH:37]=[CH:36][CH:35]=1)[CH:27]([CH3:29])[CH3:28])([OH:25])=[O:24])[C:17]([O:19]CC)=[O:18])=[O:10])[C:2]1[CH:7]=[CH:6][CH:5]=[CH:4][CH:3]=1.[OH-].[Na+].Cl. The product is [CH2:1]([O:8][C:9]([NH:11][CH2:12][CH2:13][CH2:14][CH2:15][CH:16]([CH2:22][P:23]([CH:26]([NH:30][C:31](=[O:40])[CH2:32][CH2:33][C:34]1[CH:35]=[CH:36][CH:37]=[CH:38][CH:39]=1)[CH:27]([CH3:29])[CH3:28])([OH:25])=[O:24])[C:17]([OH:19])=[O:18])=[O:10])[C:2]1[CH:3]=[CH:4][CH:5]=[CH:6][CH:7]=1.